This data is from Reaction yield outcomes from USPTO patents with 853,638 reactions. The task is: Predict the reaction yield, written as a fraction of the theoretical maximum amount of product (1.0 means a 100% yield; for example, 0.34 means a 34% yield). (1) The reactants are Br[C:2]1[CH:3]=[N:4][CH:5]=[C:6]([N+:9]([O-:11])=[O:10])[C:7]=1[NH2:8].[N:12]1[CH:17]=[CH:16][CH:15]=[C:14](B(O)O)[CH:13]=1.C([O-])([O-])=O.[Na+].[Na+]. The catalyst is Cl[Pd](Cl)([P](C1C=CC=CC=1)(C1C=CC=CC=1)C1C=CC=CC=1)[P](C1C=CC=CC=1)(C1C=CC=CC=1)C1C=CC=CC=1.O1CCOCC1. The product is [N+:9]([C:6]1[C:7]([NH2:8])=[C:2]([C:14]2[CH:13]=[N:12][CH:17]=[CH:16][CH:15]=2)[CH:3]=[N:4][CH:5]=1)([O-:11])=[O:10]. The yield is 0.870. (2) The reactants are Br[C:2]1[CH:7]=[CH:6][CH:5]=[CH:4][N:3]=1.[Li]CCCC.[N:13]1[CH:18]=[CH:17][CH:16]=[CH:15][C:14]=1[CH:19]=[O:20]. The catalyst is C1COCC1. The product is [N:3]1[CH:4]=[CH:5][CH:6]=[CH:7][C:2]=1[CH:19]([C:14]1[CH:15]=[CH:16][CH:17]=[CH:18][N:13]=1)[OH:20]. The yield is 0.700.